From a dataset of Forward reaction prediction with 1.9M reactions from USPTO patents (1976-2016). Predict the product of the given reaction. (1) Given the reactants [C:1]([C:3]1[CH:19]=[CH:18][C:6]([O:7][C:8]2[CH:9]=[CH:10][C:11]3[B:15]([OH:16])[O:14][CH2:13][C:12]=3[CH:17]=2)=[CH:5][C:4]=1[OH:20])#[N:2].[C:21](OC(=O)C)(=[O:23])[CH3:22].C(N(CC)CC)C.Cl, predict the reaction product. The product is: [C:1]([C:3]1[CH:19]=[CH:18][C:6]([O:7][C:8]2[CH:9]=[CH:10][C:11]3[B:15]([OH:16])[O:14][CH2:13][C:12]=3[CH:17]=2)=[CH:5][C:4]=1[O:20][C:21](=[O:23])[CH3:22])#[N:2]. (2) Given the reactants [F:1][C:2]1[CH:7]=[CH:6][C:5]([C:8]2[S:12][C:11]([CH2:13][OH:14])=[N:10][C:9]=2[C:15]([OH:17])=O)=[CH:4][CH:3]=1.[F:18][C:19]1[C:27]2[N:26]=[C:25]([CH2:28][CH:29]3[CH2:34][CH2:33][CH2:32][CH2:31][NH:30]3)[NH:24][C:23]=2[CH:22]=[CH:21][C:20]=1[F:35].CCN=C=NCCCN(C)C.Cl.ON1C2C=CC=CC=2N=N1, predict the reaction product. The product is: [F:18][C:19]1[C:27]2[N:26]=[C:25]([CH2:28][CH:29]3[CH2:34][CH2:33][CH2:32][CH2:31][N:30]3[C:15]([C:9]3[N:10]=[C:11]([CH2:13][OH:14])[S:12][C:8]=3[C:5]3[CH:4]=[CH:3][C:2]([F:1])=[CH:7][CH:6]=3)=[O:17])[NH:24][C:23]=2[CH:22]=[CH:21][C:20]=1[F:35]. (3) Given the reactants [OH:1][C:2]1[CH:9]=[CH:8][C:5]([C:6]#[N:7])=[CH:4][CH:3]=1.O[CH2:11][CH2:12][CH2:13][CH2:14][CH2:15][CH2:16][O:17][C:18]1[C:27]2[C:22](=[CH:23][CH:24]=[CH:25][CH:26]=2)[C:21](=[O:28])[C:20](=[O:29])[CH:19]=1.C1C=CC(P(C2C=CC=CC=2)C2C=CC=CC=2)=CC=1.CCOC(/N=N/C(OCC)=O)=O, predict the reaction product. The product is: [C:6]([C:5]1[CH:8]=[CH:9][C:2]([O:1][CH2:11][CH2:12][CH2:13][CH2:14][CH2:15][CH2:16][O:17][C:18]2[C:27]3[C:22](=[CH:23][CH:24]=[CH:25][CH:26]=3)[C:21](=[O:28])[C:20](=[O:29])[CH:19]=2)=[CH:3][CH:4]=1)#[N:7]. (4) Given the reactants [CH3:1][O:2][C:3]([C:5]1[CH:14]=[CH:13][C:12]2[C:7](=[CH:8][C:9]([C:15]([CH2:19][CH3:20])(O)[CH2:16][CH3:17])=[CH:10][CH:11]=2)[CH:6]=1)=[O:4].[C:21]1([CH3:28])[C:26]([OH:27])=[CH:25][CH:24]=[CH:23][CH:22]=1.B(F)(F)F.O(CC)CC, predict the reaction product. The product is: [CH3:1][O:2][C:3]([C:5]1[CH:14]=[CH:13][C:12]2[C:7](=[CH:8][C:9]([C:15]([CH2:19][CH3:20])([C:23]3[CH:24]=[CH:25][C:26]([OH:27])=[C:21]([CH3:28])[CH:22]=3)[CH2:16][CH3:17])=[CH:10][CH:11]=2)[CH:6]=1)=[O:4]. (5) Given the reactants [ClH:1].C(OC([N:9]1[CH2:14][CH2:13][CH:12]([CH2:15][NH:16][C:17]2[C:22]([C:23]3[CH:24]=[N:25][N:26]([CH:28]4[CH2:39][CH2:38][C:31]5([N:35]([CH3:36])[C:34](=[O:37])[CH2:33][CH2:32]5)[CH2:30][CH2:29]4)[CH:27]=3)=[CH:21][N:20]=[C:19]([C:40]3[CH:45]=[CH:44][CH:43]=[C:42]([C:46]4[CH:47]=[N:48][N:49]([CH3:51])[CH:50]=4)[CH:41]=3)[N:18]=2)[CH2:11][CH2:10]1)=O)(C)(C)C, predict the reaction product. The product is: [ClH:1].[CH3:36][N:35]1[C:31]2([CH2:30][CH2:29][CH:28]([N:26]3[CH:27]=[C:23]([C:22]4[C:17]([NH:16][CH2:15][CH:12]5[CH2:11][CH2:10][NH:9][CH2:14][CH2:13]5)=[N:18][C:19]([C:40]5[CH:45]=[CH:44][CH:43]=[C:42]([C:46]6[CH:47]=[N:48][N:49]([CH3:51])[CH:50]=6)[CH:41]=5)=[N:20][CH:21]=4)[CH:24]=[N:25]3)[CH2:39][CH2:38]2)[CH2:32][CH2:33][C:34]1=[O:37].